Dataset: Reaction yield outcomes from USPTO patents with 853,638 reactions. Task: Predict the reaction yield, written as a fraction of the theoretical maximum amount of product (1.0 means a 100% yield; for example, 0.34 means a 34% yield). (1) The reactants are [NH2:1][C:2]1[CH:7]=[CH:6][C:5](CC([O-])=O)=[CH:4][C:3]=1[OH:12].[C:13]([O:16][C:17]1[CH:29]=[C:28]([CH:30]=O)[CH:27]=[CH:26][C:18]=1[O:19][CH2:20][C:21]([O:23][CH2:24][CH3:25])=[O:22])(=[O:15])[CH3:14].CCN(CC)CC.[BH-]([O:40][C:41]([CH3:43])=[O:42])([O:40][C:41]([CH3:43])=[O:42])[O:40][C:41]([CH3:43])=[O:42].[Na+]. The catalyst is C(Cl)Cl. The product is [C:13]([O:16][C:17]1[CH:29]=[C:28]([CH2:30][NH:1][C:2]2[CH:7]=[CH:6][C:5]([O:42][C:41](=[O:40])[CH3:43])=[CH:4][C:3]=2[OH:12])[CH:27]=[CH:26][C:18]=1[O:19][CH2:20][C:21]([O:23][CH2:24][CH3:25])=[O:22])(=[O:15])[CH3:14]. The yield is 0.979. (2) The reactants are C([NH:5][S:6]([C:9]1[S:10][C:11]([C:14]2[CH:19]=[CH:18][CH:17]=[C:16]([C:20]3[CH:25]=[C:24]([CH3:26])[CH:23]=[C:22]([C:27]4[CH:32]=[CH:31][C:30]([C:33]([F:36])([F:35])[F:34])=[CH:29][CH:28]=4)[N:21]=3)[CH:15]=2)=[CH:12][CH:13]=1)(=[O:8])=[O:7])(C)(C)C.C(O)(C(F)(F)F)=O. No catalyst specified. The product is [CH3:26][C:24]1[CH:23]=[C:22]([C:27]2[CH:32]=[CH:31][C:30]([C:33]([F:36])([F:34])[F:35])=[CH:29][CH:28]=2)[N:21]=[C:20]([C:16]2[CH:15]=[C:14]([C:11]3[S:10][C:9]([S:6]([NH2:5])(=[O:8])=[O:7])=[CH:13][CH:12]=3)[CH:19]=[CH:18][CH:17]=2)[CH:25]=1. The yield is 0.340. (3) The reactants are [CH3:1][C@H:2]1[CH2:7][O:6][CH2:5][CH2:4][NH:3]1.CCN=C=NCCCN(C)C.C1C=CC2N(O)N=NC=2C=1.[NH2:29][C:30]1[CH:38]=[CH:37][C:33]([C:34](O)=[O:35])=[CH:32][N:31]=1. The catalyst is C(O)C. The product is [NH2:29][C:30]1[N:31]=[CH:32][C:33]([C:34]([N:3]2[CH2:4][CH2:5][O:6][CH2:7][C@@H:2]2[CH3:1])=[O:35])=[CH:37][CH:38]=1. The yield is 0.300. (4) The reactants are C[C:2]1([CH3:9])[O:6][CH:5]([CH2:7][OH:8])[CH2:4][O:3]1.Br[C:11]1[CH:16]=[CH:15]C=C[N:12]=1. The catalyst is C1COCC1.O. The product is [N:12]1[CH:11]=[CH:16][CH:15]=[CH:9][C:2]=1[O:3][CH2:4][CH:5]([OH:6])[CH2:7][OH:8]. The yield is 0.170. (5) The reactants are Cl[CH2:2][C:3]1[N:4]=[C:5]([C:9]2[O:10][CH:11]=[CH:12][CH:13]=2)[O:6][C:7]=1[CH3:8].[OH:14][C:15]1[CH:41]=[CH:40][C:18]([C:19]([C:21]2[CH:37]=[CH:36][C:35]([O:38][CH3:39])=[CH:34][C:22]=2[O:23][C:24]([CH3:33])([CH3:32])[C:25]([O:27]C(C)(C)C)=[O:26])=[O:20])=[CH:17][CH:16]=1.C(=O)([O-])[O-].[K+].[K+].CN(C)C=O. The catalyst is O. The product is [O:10]1[CH:11]=[CH:12][CH:13]=[C:9]1[C:5]1[O:6][C:7]([CH3:8])=[C:3]([CH2:2][O:14][C:15]2[CH:16]=[CH:17][C:18]([C:19]([C:21]3[CH:37]=[CH:36][C:35]([O:38][CH3:39])=[CH:34][C:22]=3[O:23][C:24]([CH3:33])([CH3:32])[C:25]([OH:27])=[O:26])=[O:20])=[CH:40][CH:41]=2)[N:4]=1. The yield is 0.790. (6) The yield is 0.490. The reactants are CN.C(O)C.[Cl:6][C:7]1[CH:29]=[CH:28][C:10]2[NH:11][C:12]([S:14][C:15]3[C:20]4[NH:21][C:22](=[O:24])[NH:23][C:19]=4[CH:18]=[C:17]([C:25]([OH:27])=O)[CH:16]=3)=[N:13][C:9]=2[CH:8]=1.C[CH2:31][N:32](C(C)C)C(C)C.CN(C(ON1N=NC2C=CC=CC1=2)=[N+](C)C)C.[B-](F)(F)(F)F. The product is [Cl:6][C:7]1[CH:29]=[CH:28][C:10]2[NH:11][C:12]([S:14][C:15]3[C:20]4[NH:21][C:22](=[O:24])[NH:23][C:19]=4[CH:18]=[C:17]([C:25]([NH:32][CH3:31])=[O:27])[CH:16]=3)=[N:13][C:9]=2[CH:8]=1. The catalyst is CN(C=O)C. (7) The reactants are [C:1]1([C:6]2[CH:7]=[CH:8][C:9]([N+:20]([O-])=O)=[C:10]([NH:12][C:13](=[O:19])[N:14]([CH3:18])[CH2:15][CH2:16][CH3:17])[CH:11]=2)[CH2:5][CH2:4][CH2:3][CH:2]=1.C([O-])=O.[NH4+]. The catalyst is CO.[Zn]. The product is [NH2:20][C:9]1[CH:8]=[CH:7][C:6]([C:1]2[CH2:5][CH2:4][CH2:3][CH:2]=2)=[CH:11][C:10]=1[NH:12][C:13](=[O:19])[N:14]([CH3:18])[CH2:15][CH2:16][CH3:17]. The yield is 0.780. (8) The reactants are [CH3:1][O:2][C:3]1[CH:8]=[CH:7][C:6]([C:9](=[O:18])[CH2:10][S:11][CH2:12][C:13]([O:15][CH2:16][CH3:17])=[O:14])=[CH:5][CH:4]=1.[CH3:19][C:20]([CH3:25])([CH2:23]O)[CH2:21][OH:22].C1(C)C=CC(S(O)(=O)=O)=CC=1. The catalyst is C1C=CC=CC=1. The product is [CH3:1][O:2][C:3]1[CH:8]=[CH:7][C:6]([C:9]2([CH2:10][S:11][CH2:12][C:13]([O:15][CH2:16][CH3:17])=[O:14])[O:22][CH2:21][C:20]([CH3:25])([CH3:23])[CH2:19][O:18]2)=[CH:5][CH:4]=1. The yield is 0.470. (9) The reactants are Cl[C:2]1[N:7]=[CH:6][C:5]2[N:8]=[C:9]([NH:11][CH:12]([CH3:14])[CH3:13])[S:10][C:4]=2[CH:3]=1.[C:15]1(P(C2C=CC=CC=2)CCCP(C2C=CC=CC=2)C2C=CC=CC=2)C=CC=CC=1.[C:44]([O-:47])([O-])=[O:45].[K+].[K+]. The catalyst is CO.CN(C=O)C.CC([O-])=O.CC([O-])=O.[Pd+2]. The product is [CH:12]([NH:11][C:9]1[S:10][C:4]2[CH:3]=[C:2]([C:44]([O:47][CH3:15])=[O:45])[N:7]=[CH:6][C:5]=2[N:8]=1)([CH3:14])[CH3:13]. The yield is 0.310. (10) The reactants are C[O:2][C:3]([C:5]1[C:13]([NH:14][C:15]2[CH:20]=[CH:19][C:18]([Br:21])=[CH:17][C:16]=2[CH3:22])=[C:12]([F:23])[C:8]2[NH:9][CH:10]=[N:11][C:7]=2[CH:6]=1)=O.O.[NH2:25][NH2:26]. The catalyst is CCO. The product is [Br:21][C:18]1[CH:19]=[CH:20][C:15]([NH:14][C:13]2[C:5]([C:3]([NH:25][NH2:26])=[O:2])=[CH:6][C:7]3[NH:11][CH:10]=[N:9][C:8]=3[C:12]=2[F:23])=[C:16]([CH3:22])[CH:17]=1. The yield is 0.810.